This data is from Catalyst prediction with 721,799 reactions and 888 catalyst types from USPTO. The task is: Predict which catalyst facilitates the given reaction. (1) Product: [CH2:5]1[C:6]2([CH2:14][CH2:13][CH:12]=[CH:11][CH2:10][CH2:9]2)[CH2:7][CH2:8][CH:4]1[CH:3]=[O:2]. The catalyst class is: 10. Reactant: C[O:2][CH:3]=[C:4]1[CH2:8][CH2:7][C:6]2([CH2:14][CH2:13][CH:12]=[CH:11][CH2:10][CH2:9]2)[CH2:5]1.Cl.O. (2) Reactant: [N+:1]([C:4]1[CH:5]=[C:6]2[C:10](=[CH:11][CH:12]=1)[N:9]([CH2:13][C:14]([OH:16])=O)[NH:8][C:7]2=[O:17])([O-:3])=[O:2].[CH3:18][N:19](C(ON1N=NC2C=CC=CC1=2)=[N+](C)C)C.[B-](F)(F)(F)F.CN. Product: [CH3:18][NH:19][C:14](=[O:16])[CH2:13][N:9]1[C:10]2[C:6](=[CH:5][C:4]([N+:1]([O-:3])=[O:2])=[CH:12][CH:11]=2)[C:7](=[O:17])[NH:8]1. The catalyst class is: 3. (3) Reactant: C(N(CC)CC)C.[CH3:8][S:9](Cl)(=[O:11])=[O:10].[Cl:13][C:14]1[C:23]([Cl:24])=[CH:22][C:17]([C:18]([O:20][CH3:21])=[O:19])=[C:16]([C:25]2[NH:26][C:27](=[O:34])[C:28]3[S:33][CH:32]=[CH:31][C:29]=3[N:30]=2)[CH:15]=1. Product: [Cl:13][C:14]1[C:23]([Cl:24])=[CH:22][C:17]([C:18]([O:20][CH3:21])=[O:19])=[C:16]([C:25]2[N:26]=[C:27]([O:34][S:9]([CH3:8])(=[O:11])=[O:10])[C:28]3[S:33][CH:32]=[CH:31][C:29]=3[N:30]=2)[CH:15]=1. The catalyst class is: 22. (4) The catalyst class is: 21. Product: [C:13]([O:12][C:8]1[C:9]2[C:4](=[CH:3][C:2]([Cl:1])=[CH:11][CH:10]=2)[CH2:5][CH2:6][CH:7]=1)(=[O:15])[CH3:14]. Reactant: [Cl:1][C:2]1[CH:3]=[C:4]2[C:9](=[CH:10][CH:11]=1)[C:8](=[O:12])[CH2:7][CH2:6][CH2:5]2.[C:13](OC(C)=C)(=[O:15])[CH3:14].C1(C)C=CC(S(O)(=O)=O)=CC=1. (5) The catalyst class is: 5. Reactant: [NH2:1][CH:2]1[CH2:7][CH2:6][N:5]([CH2:8][CH:9]2[N:19]3[C:20]4[C:11](=[C:12](F)[CH:13]=[N:14][C:15]=4[CH:16]=[CH:17][C:18]3=[O:21])[CH2:10]2)[CH2:4][CH2:3]1.[CH3:23][O-:24].[Na+].[Cl-].[NH4+]. Product: [NH2:1][CH:2]1[CH2:7][CH2:6][N:5]([CH2:8][CH:9]2[N:19]3[C:20]4[C:11](=[C:12]([O:24][CH3:23])[CH:13]=[N:14][C:15]=4[CH:16]=[CH:17][C:18]3=[O:21])[CH2:10]2)[CH2:4][CH2:3]1.